The task is: Predict the reaction yield, written as a fraction of the theoretical maximum amount of product (1.0 means a 100% yield; for example, 0.34 means a 34% yield).. This data is from Reaction yield outcomes from USPTO patents with 853,638 reactions. (1) The reactants are C([NH:4][C@:5]1([C:22](NC(C)(C)C)=[O:23])[C@@H:9]([CH2:10][CH2:11][CH2:12][B:13]2[O:17]C(C)(C)C(C)(C)[O:14]2)[CH2:8][NH:7][CH2:6]1)(=O)C.[Cl:29][C:30]1[CH:31]=[C:32]([CH:45]=[CH:46][C:47]=1[Cl:48])[CH2:33][N:34](C(OC(C)(C)C)=O)[CH2:35][CH:36]=O.C(O[BH-](OC(=O)C)OC(=O)C)(=[O:51])C.[Na+].C(=O)([O-])[O-].[Na+].[Na+]. The catalyst is ClCCCl. The product is [NH2:4][C@:5]1([C:22]([OH:23])=[O:51])[C@@H:9]([CH2:10][CH2:11][CH2:12][B:13]([OH:14])[OH:17])[CH2:8][N:7]([CH2:36][CH2:35][NH:34][CH2:33][C:32]2[CH:45]=[CH:46][C:47]([Cl:48])=[C:30]([Cl:29])[CH:31]=2)[CH2:6]1. The yield is 0.420. (2) The reactants are CO[C:3]([C:5]1(C)[C:14](=[O:15])[C:13]2[CH:12]=[N:11][CH:10]=[C:9]([Br:16])[C:8]=2[CH2:7][CH2:6]1)=O.Cl. No catalyst specified. The product is [Br:16][C:9]1[C:8]2[CH2:7][CH2:6][CH:5]([CH3:3])[C:14](=[O:15])[C:13]=2[CH:12]=[N:11][CH:10]=1. The yield is 0.900. (3) The reactants are C([N:8]1[CH2:14][CH2:13][C:12](=[CH2:15])[C:11]2[N:16]=[C:17]([N:20]3[CH2:25][CH2:24][O:23][CH2:22][CH2:21]3)[CH:18]=[CH:19][C:10]=2[CH2:9]1)C1C=CC=CC=1. The catalyst is [Pd].CO. The product is [CH3:15][CH:12]1[CH2:13][CH2:14][NH:8][CH2:9][C:10]2[CH:19]=[CH:18][C:17]([N:20]3[CH2:25][CH2:24][O:23][CH2:22][CH2:21]3)=[N:16][C:11]1=2. The yield is 0.690. (4) No catalyst specified. The yield is 0.330. The reactants are [O:1]=[C:2]1[CH2:10][C:9]2[C:4](=[CH:5][CH:6]=[C:7](/[CH:11]=[CH:12]/[C:13]([O:15]C(C)(C)C)=[O:14])[CH:8]=2)[NH:3]1.FC(F)(F)C(O)=O.C(Cl)[Cl:28]. The product is [ClH:28].[O:1]=[C:2]1[CH2:10][C:9]2[C:4](=[CH:5][CH:6]=[C:7](/[CH:11]=[CH:12]/[C:13]([OH:15])=[O:14])[CH:8]=2)[NH:3]1.